From a dataset of Choline transporter screen with 302,306 compounds. Binary Classification. Given a drug SMILES string, predict its activity (active/inactive) in a high-throughput screening assay against a specified biological target. (1) The drug is S(c1oc(nn1)C(N)Cc1c2c([nH]c1)cccc2)CC(=O)N. The result is 0 (inactive). (2) The drug is Clc1c(c2noc(c2c2oc(OCC)cn2)C)cccc1. The result is 0 (inactive). (3) The compound is Fc1cc(C(=O)NC2CC3N(C(C2)CCC3)Cc2ccccc2)ccc1. The result is 0 (inactive). (4) The drug is S(Cc1ccc(N2C(=O)CCC2=O)cc1)c1[nH]c2c(n1)cccc2. The result is 0 (inactive).